Dataset: Full USPTO retrosynthesis dataset with 1.9M reactions from patents (1976-2016). Task: Predict the reactants needed to synthesize the given product. (1) Given the product [Br:1][C:2]1[CH:7]=[CH:6][C:5]([O:8][CH2:22]/[CH:23]=[CH:24]/[C:25]2[CH:30]=[CH:29][CH:28]=[CH:27][CH:26]=2)=[C:4]([C:9]2[O:10][C:11]3[CH:17]=[CH:16][C:15]([C:18]([CH3:21])([CH3:20])[CH3:19])=[CH:14][C:12]=3[N:13]=2)[CH:3]=1, predict the reactants needed to synthesize it. The reactants are: [Br:1][C:2]1[CH:7]=[CH:6][C:5]([OH:8])=[C:4]([C:9]2[O:10][C:11]3[CH:17]=[CH:16][C:15]([C:18]([CH3:21])([CH3:20])[CH3:19])=[CH:14][C:12]=3[N:13]=2)[CH:3]=1.[CH2:22](Br)[CH:23]=[CH:24][C:25]1[CH:30]=[CH:29][CH:28]=[CH:27][CH:26]=1. (2) Given the product [NH2:21][CH2:20][C@@H:18]1[O:17][C:16](=[O:29])[N:15]([C:3]2[CH:4]=[C:5]([F:14])[C:6]3[N:7]([CH3:13])[C:8](=[O:12])[O:9][CH2:10][C:11]=3[C:2]=2[F:1])[CH2:19]1, predict the reactants needed to synthesize it. The reactants are: [F:1][C:2]1[C:11]2[CH2:10][O:9][C:8](=[O:12])[N:7]([CH3:13])[C:6]=2[C:5]([F:14])=[CH:4][C:3]=1[N:15]1[CH2:19][C@H:18]([CH2:20][NH:21]C(=O)OC(C)(C)C)[O:17][C:16]1=[O:29].C(O)(C(F)(F)F)=O.C(Cl)Cl.